From a dataset of Full USPTO retrosynthesis dataset with 1.9M reactions from patents (1976-2016). Predict the reactants needed to synthesize the given product. Given the product [OH:14][C:7]1[C:8]([CH:12]=[O:13])=[C:9]2[N:18]=[CH:24][O:27][C:4]2=[CH:5][CH:6]=1, predict the reactants needed to synthesize it. The reactants are: ClC1C=C[C:9]2[C:8]([CH:12]=[O:13])=[C:7]([OH:14])[CH:6]=[CH:5][C:4]=2N=1.C1N2CN3[CH2:24][N:18](C2)CN1C3.CC(O)=[O:27].